This data is from Full USPTO retrosynthesis dataset with 1.9M reactions from patents (1976-2016). The task is: Predict the reactants needed to synthesize the given product. Given the product [F:23][C:4]1[CH:3]=[C:2]([N:27]2[CH2:26][C:25]([CH3:31])([CH3:24])[O:29][C:28]2=[O:30])[CH:7]=[CH:6][C:5]=1[C:8]([N:10]1[CH2:15][CH2:14][N:13]([C:16]2[CH:21]=[CH:20][C:19]([CH3:22])=[CH:18][N:17]=2)[CH2:12][CH2:11]1)=[O:9], predict the reactants needed to synthesize it. The reactants are: Br[C:2]1[CH:7]=[CH:6][C:5]([C:8]([N:10]2[CH2:15][CH2:14][N:13]([C:16]3[CH:21]=[CH:20][C:19]([CH3:22])=[CH:18][N:17]=3)[CH2:12][CH2:11]2)=[O:9])=[C:4]([F:23])[CH:3]=1.[CH3:24][C:25]1([CH3:31])[O:29][C:28](=[O:30])[N:27]=[CH:26]1.